Task: Predict the reactants needed to synthesize the given product.. Dataset: Full USPTO retrosynthesis dataset with 1.9M reactions from patents (1976-2016) Given the product [C:13]([O:12][C:10](=[O:11])[N:9]([CH2:6][CH:7]=[CH2:8])[CH:2]([OH:5])[CH:3]=[CH2:4])([CH3:16])([CH3:15])[CH3:14], predict the reactants needed to synthesize it. The reactants are: C1[O:5][CH:2]1[CH:3]=[CH2:4].[CH2:6]([NH2:9])[CH:7]=[CH2:8].[C:10](O[C:10]([O:12][C:13]([CH3:16])([CH3:15])[CH3:14])=[O:11])([O:12][C:13]([CH3:16])([CH3:15])[CH3:14])=[O:11].